From a dataset of Catalyst prediction with 721,799 reactions and 888 catalyst types from USPTO. Predict which catalyst facilitates the given reaction. (1) Product: [F:11][C:12]1[C:21]2[C:16](=[CH:17][CH:18]=[CH:19][CH:20]=2)[C:15]([CH:3]=[O:2])=[CH:14][CH:13]=1. Reactant: C[O:2][CH:3](Cl)Cl.Cl[Sn](Cl)(Cl)Cl.[F:11][C:12]1[C:21]2[C:16](=[CH:17][CH:18]=[CH:19][CH:20]=2)[CH:15]=[CH:14][CH:13]=1. The catalyst class is: 2. (2) Reactant: CCN(CC)CC.[OH:8][CH:9]([CH3:22])[CH2:10][NH:11][C:12](=[O:21])[C:13]1[CH:18]=[CH:17][C:16]([O:19][CH3:20])=[CH:15][CH:14]=1. Product: [CH3:20][O:19][C:16]1[CH:15]=[CH:14][C:13]([C:12]([NH:11][CH2:10][C:9](=[O:8])[CH3:22])=[O:21])=[CH:18][CH:17]=1. The catalyst class is: 550. (3) Reactant: [H-].[Na+].[CH:3]1([OH:8])[CH2:7][CH2:6][CH2:5][CH2:4]1.F[C:10]1[CH:17]=[CH:16][C:13]([C:14]#[N:15])=[CH:12][CH:11]=1. Product: [CH:3]1([O:8][C:10]2[CH:17]=[CH:16][C:13]([C:14]#[N:15])=[CH:12][CH:11]=2)[CH2:7][CH2:6][CH2:5][CH2:4]1. The catalyst class is: 12. (4) Reactant: [CH3:1][N:2]1[C:6]([NH2:7])=[CH:5][C:4]([CH3:8])=[N:3]1.C[O:10][C:11]([C:13]1[CH:17]=[C:16]([Br:18])[N:15]([CH:19]([CH3:21])[CH3:20])[C:14]=1[CH:22]([C:24]1[CH:29]=[CH:28][C:27]([Cl:30])=[CH:26][C:25]=1[F:31])O)=O.ClC1C=C(C=CC=1F)N.COC(C1C=C(Br)N(C(C)C)C=1C(C1C=CC(Cl)=CC=1)O)=O.O(S(C)(=O)=O)S(C)(=O)=O. Product: [Br:18][C:16]1[N:15]([CH:19]([CH3:21])[CH3:20])[C:14]2[CH:22]([C:24]3[CH:29]=[CH:28][C:27]([Cl:30])=[CH:26][C:25]=3[F:31])[N:7]([C:6]3[N:2]([CH3:1])[N:3]=[C:4]([CH3:8])[CH:5]=3)[C:11](=[O:10])[C:13]=2[CH:17]=1. The catalyst class is: 424. (5) Reactant: [C:1]([NH:4][C@H:5]1[C@@H:10]([N:11]2[CH2:15][CH2:14][C@H:13]([NH:16][C:17]([O:19][CH2:20][C:21]3[CH:26]=[CH:25][CH:24]=[CH:23][CH:22]=3)=[O:18])[C:12]2=[O:27])[CH2:9][CH2:8][C@@H:7]([NH:28]C(=O)OC(C)(C)C)[CH2:6]1)(=[O:3])[CH3:2].FC(F)(F)C(O)=O. Product: [C:1]([NH:4][C@@H:5]1[CH2:6][C@H:7]([NH2:28])[CH2:8][CH2:9][C@@H:10]1[N:11]1[CH2:15][CH2:14][C@H:13]([NH:16][C:17](=[O:18])[O:19][CH2:20][C:21]2[CH:22]=[CH:23][CH:24]=[CH:25][CH:26]=2)[C:12]1=[O:27])(=[O:3])[CH3:2]. The catalyst class is: 4.